This data is from Full USPTO retrosynthesis dataset with 1.9M reactions from patents (1976-2016). The task is: Predict the reactants needed to synthesize the given product. (1) Given the product [CH3:9][C:10]1[CH:12]=[C:4]([CH2:5][CH2:6][CH3:7])[NH:18][C:16](=[O:17])[C:15]=1[C:13]#[N:14], predict the reactants needed to synthesize it. The reactants are: C(O[C:4](=O)[CH2:5][CH2:6][CH3:7])C.[CH3:9][C:10]([CH3:12])=O.[C:13]([CH2:15][C:16]([NH2:18])=[O:17])#[N:14].N1CCCCC1. (2) Given the product [Br:8][C:9]1[CH:15]=[CH:14][C:12]([C:22]2[CH:27]=[CH:26][CH:25]=[CH:24][CH:23]=2)=[C:11]([Cl:16])[CH:10]=1, predict the reactants needed to synthesize it. The reactants are: N(OCC(C)C)=O.[Br:8][C:9]1[CH:15]=[CH:14][C:12](N)=[C:11]([Cl:16])[CH:10]=1.S(=O)(=O)(O)O.[CH:22]1[CH:27]=[CH:26][CH:25]=[CH:24][CH:23]=1. (3) The reactants are: C[C:2]1([CH3:11])[C:6]([CH3:8])([CH3:7])OB(C=C)O1.[NH2:12][C:13]1[C:17]2=[N:18]C=C(Br)C=[C:16]2[S:15][C:14]=1[C:23]([O:25][CH3:26])=[O:24].CCN(C(C)C)C(C)C.O1CCOCC1.O. Given the product [NH2:12][C:13]1[C:17]2=[N:18][CH:8]=[C:6]([CH:2]=[CH2:11])[CH:7]=[C:16]2[S:15][C:14]=1[C:23]([O:25][CH3:26])=[O:24], predict the reactants needed to synthesize it. (4) Given the product [CH2:2]([N:9]1[CH2:13][CH2:12][C:11]([NH:14][C:27](=[O:28])[O:26][C:23]([CH3:25])([CH3:24])[CH3:22])([CH3:15])[CH2:10]1)[C:3]1[CH:4]=[CH:5][CH:6]=[CH:7][CH:8]=1, predict the reactants needed to synthesize it. The reactants are: Cl.[CH2:2]([N:9]1[CH2:13][CH2:12][C:11]([CH3:15])([NH2:14])[CH2:10]1)[C:3]1[CH:8]=[CH:7][CH:6]=[CH:5][CH:4]=1.C([O-])([O-])=O.[K+].[K+].[CH3:22][C:23]([O:26][C:27](O[C:27]([O:26][C:23]([CH3:25])([CH3:24])[CH3:22])=[O:28])=[O:28])([CH3:25])[CH3:24]. (5) Given the product [Si:35]([O:42][C@H:43]([C:57]1[CH:66]=[CH:65][C:64]([OH:67])=[C:63]2[C:58]=1[CH:59]=[CH:60][C:61](=[O:68])[NH:62]2)[CH2:44][NH:45][CH:46]1[CH2:47][CH2:48][N:49]([CH2:52][CH2:53][C:54]([NH:76][CH2:75][C:74]2[CH:77]=[CH:78][C:71]([C:70]#[N:69])=[CH:72][CH:73]=2)=[O:56])[CH2:50][CH2:51]1)([C:38]([CH3:39])([CH3:40])[CH3:41])([CH3:37])[CH3:36], predict the reactants needed to synthesize it. The reactants are: C(NC(=O)CCN1CCC(NC[C@H](O)C2C=CC(O)=C3C=2C=CC(=O)N3)CC1)C1C=CC=CC=1.[Si:35]([O:42][C@H:43]([C:57]1[CH:66]=[CH:65][C:64]([OH:67])=[C:63]2[C:58]=1[CH:59]=[CH:60][C:61](=[O:68])[NH:62]2)[CH2:44][NH:45][CH:46]1[CH2:51][CH2:50][N:49]([CH2:52][CH2:53][C:54]([OH:56])=O)[CH2:48][CH2:47]1)([C:38]([CH3:41])([CH3:40])[CH3:39])([CH3:37])[CH3:36].[NH2:69][CH2:70][C:71]1[CH:78]=[CH:77][C:74]([C:75]#[N:76])=[CH:73][CH:72]=1.CN(C(ON1N=NC2C=CC=NC1=2)=[N+](C)C)C.F[P-](F)(F)(F)(F)F. (6) Given the product [F:39][C:33]1[CH:34]=[CH:35][C:36]([F:38])=[CH:37][C:32]=1[C@H:30]([O:29][C:27]([NH:26][C:25]1[CH:24]=[C:23]([F:40])[S:22][C:21]=1[C:18]1[CH:19]=[CH:20][C:15]([C:12]2[CH:13]=[CH:14][C:9]([C:6]3([C:4]([OH:5])=[O:3])[CH2:8][CH2:7]3)=[CH:10][CH:11]=2)=[C:16]([O:41][CH3:42])[CH:17]=1)=[O:28])[CH3:31], predict the reactants needed to synthesize it. The reactants are: C([O:3][C:4]([C:6]1([C:9]2[CH:14]=[CH:13][C:12]([C:15]3[CH:20]=[CH:19][C:18]([C:21]4[S:22][C:23]([F:40])=[CH:24][C:25]=4[NH:26][C:27]([O:29][C@@H:30]([C:32]4[CH:37]=[C:36]([F:38])[CH:35]=[CH:34][C:33]=4[F:39])[CH3:31])=[O:28])=[CH:17][C:16]=3[O:41][CH3:42])=[CH:11][CH:10]=2)[CH2:8][CH2:7]1)=[O:5])C.[OH-].[Na+].Cl. (7) Given the product [Cl:1][C:2]1[CH:3]=[C:4]2[C:8](=[C:9]([NH:11][CH:12]3[CH2:16][CH2:15][CH2:14][CH2:13]3)[CH:10]=1)[NH:7][C:6]([C:17]1[S:18][CH2:19][C@@H:20]([CH2:22][C:23]([NH:27][CH3:26])=[O:25])[N:21]=1)=[CH:5]2, predict the reactants needed to synthesize it. The reactants are: [Cl:1][C:2]1[CH:3]=[C:4]2[C:8](=[C:9]([NH:11][CH:12]3[CH2:16][CH2:15][CH2:14][CH2:13]3)[CH:10]=1)[NH:7][C:6]([C:17]1[S:18][CH2:19][C@@H:20]([CH2:22][C:23]([OH:25])=O)[N:21]=1)=[CH:5]2.[CH3:26][NH2:27]. (8) Given the product [NH2:9][C:7]1[CH:6]=[CH:5][C:4]([OH:12])=[C:3]([CH2:1][CH3:2])[CH:8]=1, predict the reactants needed to synthesize it. The reactants are: [CH2:1]([C:3]1[CH:8]=[C:7]([N+:9]([O-])=O)[CH:6]=[CH:5][C:4]=1[OH:12])[CH3:2].Cl. (9) The reactants are: [Cl:1][C:2]1[CH:7]=[CH:6][C:5]([C:8]2[CH:13]=[CH:12][C:11]([NH:14][C:15](=[O:26])/[CH:16]=[CH:17]/[C:18]3[CH:23]=[CH:22][C:21]([CH2:24]Cl)=[CH:20][CH:19]=3)=[CH:10][CH:9]=2)=[CH:4][CH:3]=1.[CH3:27][C@H:28]1[CH2:33][C@@H:32]([CH3:34])[CH2:31][NH:30][CH2:29]1. Given the product [Cl:1][C:2]1[CH:3]=[CH:4][C:5]([C:8]2[CH:13]=[CH:12][C:11]([NH:14][C:15](=[O:26])/[CH:16]=[CH:17]/[C:18]3[CH:19]=[CH:20][C:21]([CH2:24][N:30]4[CH2:31][C@H:32]([CH3:34])[CH2:33][C@H:28]([CH3:27])[CH2:29]4)=[CH:22][CH:23]=3)=[CH:10][CH:9]=2)=[CH:6][CH:7]=1, predict the reactants needed to synthesize it.